From a dataset of Full USPTO retrosynthesis dataset with 1.9M reactions from patents (1976-2016). Predict the reactants needed to synthesize the given product. (1) Given the product [F:33][C:26]([F:34])([CH:27]([F:32])[C:28]([F:31])([F:30])[F:29])[CH2:25][C:4]([CH2:3][C:2]([F:18])([F:1])[C:9]([F:16])([F:17])[C:10]([F:14])([F:15])[CH:11]([F:13])[F:12])([C:7]#[N:8])[C:5]#[N:6], predict the reactants needed to synthesize it. The reactants are: [F:1][C:2]([F:18])([C:9]([F:17])([F:16])[C:10]([F:15])([F:14])[CH:11]([F:13])[F:12])[CH2:3][CH:4]([C:7]#[N:8])[C:5]#[N:6].FC(F)(F)S(O[CH2:25][C:26]([F:34])([F:33])[CH:27]([F:32])[C:28]([F:31])([F:30])[F:29])(=O)=O.C(=O)([O-])[O-].[K+].[K+].Cl. (2) Given the product [CH2:32]([N:4]1[C:5]2[C:10](=[CH:9][CH:8]=[C:7]([C@H:11]3[C@@:13]4([C:21]5[C:16](=[CH:17][CH:18]=[CH:19][CH:20]=5)[N:15]([CH3:22])[C:14]4=[O:23])[CH2:12]3)[CH:6]=2)[C:2]([I:1])=[N:3]1)[C:29]1[CH:30]=[CH:31][CH:26]=[CH:27][CH:28]=1, predict the reactants needed to synthesize it. The reactants are: [I:1][C:2]1[C:10]2[C:5](=[CH:6][C:7]([C@H:11]3[C@@:13]4([C:21]5[C:16](=[CH:17][CH:18]=[CH:19][CH:20]=5)[N:15]([CH3:22])[C:14]4=[O:23])[CH2:12]3)=[CH:8][CH:9]=2)[NH:4][N:3]=1.[OH-].[K+].[CH:26]1[CH:31]=[CH:30][C:29]([CH2:32]Br)=[CH:28][CH:27]=1. (3) Given the product [CH:11]([CH2:7][C:6](=[CH2:8])[C:5]([OH:10])=[O:9])=[CH:12][C:13]1[CH:18]=[CH:17][CH:16]=[CH:15][CH:14]=1.[Na:1].[CH2:3]1[O:4][CH2:2]1.[C:5]([OH:10])(=[O:9])[C:6]([CH3:8])=[CH2:7], predict the reactants needed to synthesize it. The reactants are: [Na:1].[CH2:2]1[O:4][CH2:3]1.[C:5]([OH:10])(=[O:9])[C:6]([CH3:8])=[CH2:7].[CH2:11]=[CH:12][C:13]1[CH:18]=[CH:17][CH:16]=[CH:15][CH:14]=1.C(OCCCC)(=O)C=C.S(OOS([O-])(=O)=O)([O-])(=O)=O.[NH4+].[NH4+]. (4) Given the product [C:1]1([C:7]#[C:8][C:9]([NH:12][C@@H:13]2[C@H:17]3[O:18][CH2:19][C@H:20]([NH:21][C:22]([CH:24]4[CH2:25][CH2:26]4)=[O:23])[C@H:16]3[O:15][CH2:14]2)=[O:11])[CH:2]=[CH:3][CH:4]=[CH:5][CH:6]=1, predict the reactants needed to synthesize it. The reactants are: [C:1]1([C:7]#[C:8][C:9]([OH:11])=O)[CH:6]=[CH:5][CH:4]=[CH:3][CH:2]=1.[NH2:12][C@@H:13]1[C@H:17]2[O:18][CH2:19][C@H:20]([NH:21][C:22]([CH:24]3[CH2:26][CH2:25]3)=[O:23])[C@H:16]2[O:15][CH2:14]1.